Dataset: Reaction yield outcomes from USPTO patents with 853,638 reactions. Task: Predict the reaction yield, written as a fraction of the theoretical maximum amount of product (1.0 means a 100% yield; for example, 0.34 means a 34% yield). The reactants are [O:1]1[C:5]2([CH2:10][CH2:9][C:8](=O)[CH2:7][CH2:6]2)[O:4][CH2:3][CH2:2]1.[CH2:12]([SH:19])[C:13]1[CH:18]=[CH:17][CH:16]=[CH:15][CH:14]=1.[N+:20]([CH3:23])([O-:22])=[O:21].C(N)CN. The catalyst is C(#N)C. The product is [CH2:12]([S:19][C:8]1([CH2:23][N+:20]([O-:22])=[O:21])[CH2:9][CH2:10][C:5]2([O:4][CH2:3][CH2:2][O:1]2)[CH2:6][CH2:7]1)[C:13]1[CH:18]=[CH:17][CH:16]=[CH:15][CH:14]=1. The yield is 0.720.